From a dataset of Peptide-MHC class I binding affinity with 185,985 pairs from IEDB/IMGT. Regression. Given a peptide amino acid sequence and an MHC pseudo amino acid sequence, predict their binding affinity value. This is MHC class I binding data. (1) The peptide sequence is FQPQNGQFL. The MHC is H-2-Kb with pseudo-sequence H-2-Kb. The binding affinity (normalized) is 0.0670. (2) The peptide sequence is EVAQRAYR. The MHC is HLA-B40:02 with pseudo-sequence HLA-B40:02. The binding affinity (normalized) is 0. (3) The peptide sequence is FVNYDFALV. The MHC is HLA-A68:02 with pseudo-sequence HLA-A68:02. The binding affinity (normalized) is 0.965. (4) The peptide sequence is KEVSGVKGF. The MHC is HLA-B18:01 with pseudo-sequence HLA-B18:01. The binding affinity (normalized) is 0.425. (5) The peptide sequence is RQLESRLGY. The MHC is HLA-B27:05 with pseudo-sequence HLA-B27:05. The binding affinity (normalized) is 0.613. (6) The peptide sequence is FSNRVYEALY. The MHC is HLA-A68:01 with pseudo-sequence HLA-A68:01. The binding affinity (normalized) is 0.373.